Task: Predict the reaction yield, written as a fraction of the theoretical maximum amount of product (1.0 means a 100% yield; for example, 0.34 means a 34% yield).. Dataset: Reaction yield outcomes from USPTO patents with 853,638 reactions (1) The reactants are O[C:2]1[C:11]2[C:6](=[C:7]([CH3:14])[C:8]([O:12][CH3:13])=[CH:9][CH:10]=2)[N:5]=[CH:4][CH:3]=1.O=P(Cl)(Cl)[Cl:17]. No catalyst specified. The product is [Cl:17][C:2]1[C:11]2[C:6](=[C:7]([CH3:14])[C:8]([O:12][CH3:13])=[CH:9][CH:10]=2)[N:5]=[CH:4][CH:3]=1. The yield is 0.925. (2) The reactants are [CH2:1]([O:8][C:9]([N:11]1[CH2:15][CH2:14][CH2:13][CH:12]1[C:16]1[NH:17][C:18]([C:21]2[CH:26]=[CH:25][C:24](Br)=[CH:23][CH:22]=2)=[CH:19][N:20]=1)=[O:10])[C:2]1[CH:7]=[CH:6][CH:5]=[CH:4][CH:3]=1.[C:28]([O:32][C:33]([NH:35][C:36]1[CH:37]=[C:38](B(O)O)[CH:39]=[CH:40][CH:41]=1)=[O:34])([CH3:31])([CH3:30])[CH3:29].C([O-])([O-])=O.[K+].[K+].N#N. The catalyst is C1C=CC([P]([Pd]([P](C2C=CC=CC=2)(C2C=CC=CC=2)C2C=CC=CC=2)([P](C2C=CC=CC=2)(C2C=CC=CC=2)C2C=CC=CC=2)[P](C2C=CC=CC=2)(C2C=CC=CC=2)C2C=CC=CC=2)(C2C=CC=CC=2)C2C=CC=CC=2)=CC=1.COCCOC. The product is [CH2:1]([O:8][C:9]([N:11]1[CH2:15][CH2:14][CH2:13][CH:12]1[C:16]1[NH:17][C:18]([C:21]2[CH:26]=[CH:25][C:24]([C:38]3[CH:39]=[CH:40][CH:41]=[C:36]([NH:35][C:33]([O:32][C:28]([CH3:31])([CH3:30])[CH3:29])=[O:34])[CH:37]=3)=[CH:23][CH:22]=2)=[CH:19][N:20]=1)=[O:10])[C:2]1[CH:7]=[CH:6][CH:5]=[CH:4][CH:3]=1. The yield is 0.640. (3) The reactants are [C:1]([N:5]1[C:10](=[O:11])[C:9]([Cl:12])=[C:8]([O:13][CH2:14][C:15]2[CH:20]=[CH:19][C:18]([CH2:21][O:22][CH2:23][CH2:24][O:25][Si](C(C)(C)C)(C)C)=[CH:17][CH:16]=2)[CH:7]=[N:6]1)([CH3:4])([CH3:3])[CH3:2].CCCC[N+](CCCC)(CCCC)CCCC.[F-]. The catalyst is C1COCC1. The product is [C:1]([N:5]1[C:10](=[O:11])[C:9]([Cl:12])=[C:8]([O:13][CH2:14][C:15]2[CH:16]=[CH:17][C:18]([CH2:21][O:22][CH2:23][CH2:24][OH:25])=[CH:19][CH:20]=2)[CH:7]=[N:6]1)([CH3:4])([CH3:3])[CH3:2]. The yield is 0.780.